From a dataset of Full USPTO retrosynthesis dataset with 1.9M reactions from patents (1976-2016). Predict the reactants needed to synthesize the given product. (1) Given the product [Br:2][C:3]1[CH:4]=[C:5]([CH:13]=[CH:14][CH:15]=1)[CH:6]=[C:7]1[CH2:12][CH2:11][N:10]([CH2:21][CH2:22][O:23][C:24]2[CH:33]=[CH:32][CH:31]=[C:30]3[C:25]=2[CH:26]=[N:27][C:28]([CH3:34])=[N:29]3)[CH2:9][CH2:8]1, predict the reactants needed to synthesize it. The reactants are: Cl.[Br:2][C:3]1[CH:4]=[C:5]([CH:13]=[CH:14][CH:15]=1)[CH:6]=[C:7]1[CH2:12][CH2:11][NH:10][CH2:9][CH2:8]1.CS(O[CH2:21][CH2:22][O:23][C:24]1[CH:33]=[CH:32][CH:31]=[C:30]2[C:25]=1[CH:26]=[N:27][C:28]([CH3:34])=[N:29]2)(=O)=O. (2) Given the product [Br:3][C:4]1[C:5]([CH2:6][O:7][CH2:52][O:53][CH3:54])=[CH:10][C:11]([N:15]([C:20]2[C:39]([CH:40]3[CH2:42][CH2:41]3)=[CH:38][C:23]3[C:24]([C:34]([NH:35][CH3:36])=[O:37])=[C:25]([C:27]4[CH:28]=[CH:29][C:30]([F:33])=[CH:31][CH:32]=4)[O:26][C:22]=3[CH:21]=2)[S:16]([CH3:19])(=[O:18])=[O:17])=[CH:12][C:13]=1[Cl:14], predict the reactants needed to synthesize it. The reactants are: [Li+].[BH4-].[Br:3][C:4]1[C:13]([Cl:14])=[CH:12][C:11]([N:15]([C:20]2[C:39]([CH:40]3[CH2:42][CH2:41]3)=[CH:38][C:23]3[C:24]([C:34](=[O:37])[NH:35][CH3:36])=[C:25]([C:27]4[CH:32]=[CH:31][C:30]([F:33])=[CH:29][CH:28]=4)[O:26][C:22]=3[CH:21]=2)[S:16]([CH3:19])(=[O:18])=[O:17])=[CH:10][C:5]=1[C:6](OC)=[O:7].CCN(C(C)C)C(C)C.[CH2:52](Cl)[O:53][CH3:54].C([O-])(O)=O.[Na+]. (3) Given the product [CH2:1]([O:3][C:4]([C:6]1([CH2:19][CH2:20][CH2:21][O:22][CH3:23])[CH2:7][CH2:8][NH:9][CH2:10][CH2:11]1)=[O:5])[CH3:2], predict the reactants needed to synthesize it. The reactants are: [CH2:1]([O:3][C:4]([C:6]1([CH2:19][CH2:20][CH2:21][O:22][CH3:23])[CH2:11][CH2:10][N:9](C(OC(C)(C)C)=O)[CH2:8][CH2:7]1)=[O:5])[CH3:2].C(O)(C(F)(F)F)=O.